Dataset: Catalyst prediction with 721,799 reactions and 888 catalyst types from USPTO. Task: Predict which catalyst facilitates the given reaction. (1) Reactant: [CH2:1]([P:3]([CH2:6][CH2:7][C:8]#[N:9])(=[O:5])[OH:4])[CH3:2].[CH2:10](O)[CH2:11][CH2:12][CH3:13].O. Product: [CH2:1]([P:3]([CH2:6][CH2:7][C:8]#[N:9])(=[O:4])[O:5][CH2:10][CH2:11][CH2:12][CH3:13])[CH3:2]. The catalyst class is: 11. (2) Reactant: [C:1]([O:5][C:6]([N:8]1[CH2:13][CH2:12][CH:11]([C:14]2[S:15][CH:16]=[C:17]([C:19](O)=[O:20])[CH:18]=2)[CH2:10][CH2:9]1)=[O:7])([CH3:4])([CH3:3])[CH3:2].C(N(CC)CC)C.CN(C(ON1N=NC2C=CC=NC1=2)=[N+](C)C)C.F[P-](F)(F)(F)(F)F.[NH:53]1[CH:62]2[CH:57]([CH2:58][CH2:59][CH2:60][CH2:61]2)[CH2:56][CH2:55][CH2:54]1. Product: [C:1]([O:5][C:6]([N:8]1[CH2:9][CH2:10][CH:11]([C:14]2[S:15][CH:16]=[C:17]([C:19]([N:53]3[C@@H:62]4[C@@H:57]([CH2:58][CH2:59][CH2:60][CH2:61]4)[CH2:56][CH2:55][CH2:54]3)=[O:20])[CH:18]=2)[CH2:12][CH2:13]1)=[O:7])([CH3:4])([CH3:2])[CH3:3]. The catalyst class is: 10. (3) Reactant: FC(F)(F)C([N:5]([CH2:15][CH:16]1[CH2:21][CH2:20][N:19]([CH2:22][CH2:23][CH2:24][C:25]2[CH:26]=[C:27]([CH:32]=[CH:33][CH:34]=2)[C:28]([O:30]C)=[O:29])[CH2:18][CH2:17]1)[C@@H:6]1[CH2:8][C@H:7]1[C:9]1[CH:14]=[CH:13][CH:12]=[CH:11][CH:10]=1)=O.[OH-].[Na+]. Product: [C:9]1([C@@H:7]2[CH2:8][C@H:6]2[NH:5][CH2:15][CH:16]2[CH2:21][CH2:20][N:19]([CH2:22][CH2:23][CH2:24][C:25]3[CH:26]=[C:27]([CH:32]=[CH:33][CH:34]=3)[C:28]([OH:30])=[O:29])[CH2:18][CH2:17]2)[CH:10]=[CH:11][CH:12]=[CH:13][CH:14]=1. The catalyst class is: 5. (4) Reactant: S(=O)(=O)(O)O.[OH:6][CH2:7][CH2:8][N:9]1[CH2:14][CH2:13][N:12]([C:15]2[CH:16]=[C:17]([CH:20]=[CH:21][CH:22]=2)[C:18]#N)[CH2:11][CH2:10]1.C([O-])([O-])=[O:24].[Na+].[Na+].[OH-].[Na+].[CH2:31]([OH:33])[CH3:32]. Product: [CH2:31]([O:33][C:18](=[O:24])[C:17]1[CH:20]=[CH:21][CH:22]=[C:15]([N:12]2[CH2:13][CH2:14][N:9]([CH2:8][CH2:7][OH:6])[CH2:10][CH2:11]2)[CH:16]=1)[CH3:32]. The catalyst class is: 6. (5) Reactant: [F:1][C:2]1[CH:7]=[C:6]([F:8])[CH:5]=[CH:4][C:3]=1[N:9]=[C:10]=[O:11].[NH:12]1[C:16]2[CH:17]=[CH:18][CH:19]=[CH:20][C:15]=2[N:14]=[C:13]1[C:21]1[C:29]2[C:24](=[CH:25][CH:26]=[C:27]([NH2:30])[CH:28]=2)[N:23]([CH:31]2[CH2:36][CH2:35][CH2:34][CH2:33][O:32]2)[N:22]=1.N1C=CC=CC=1. Product: [NH:14]1[C:15]2[CH:20]=[CH:19][CH:18]=[CH:17][C:16]=2[N:12]=[C:13]1[C:21]1[C:29]2[C:24](=[CH:25][CH:26]=[C:27]([NH:30][C:10]([NH:9][C:3]3[CH:4]=[CH:5][C:6]([F:8])=[CH:7][C:2]=3[F:1])=[O:11])[CH:28]=2)[N:23]([CH:31]2[CH2:36][CH2:35][CH2:34][CH2:33][O:32]2)[N:22]=1. The catalyst class is: 2. (6) Reactant: CC(OI1(OC(C)=O)(OC(C)=O)OC(=O)C2C=CC=CC1=2)=O.[N:23]([CH:26]1[CH:32]([OH:33])[CH2:31][CH2:30][N:29]([C:34]([O:36][CH2:37][C:38]2[CH:43]=[CH:42][CH:41]=[CH:40][CH:39]=2)=[O:35])[CH2:28][CH2:27]1)=[N+:24]=[N-:25]. Product: [N:23]([CH:26]1[C:32](=[O:33])[CH2:31][CH2:30][N:29]([C:34]([O:36][CH2:37][C:38]2[CH:43]=[CH:42][CH:41]=[CH:40][CH:39]=2)=[O:35])[CH2:28][CH2:27]1)=[N+:24]=[N-:25]. The catalyst class is: 2. (7) Reactant: [Br:1][C:2]1[CH:6]=[CH:5][O:4][C:3]=1[CH:7]=O.[N:9]1([C:15]([O:17][C:18]([CH3:21])([CH3:20])[CH3:19])=[O:16])[CH2:14][CH2:13][NH:12][CH2:11][CH2:10]1.C(O[BH-](OC(=O)C)OC(=O)C)(=O)C.[Na+]. Product: [Br:1][C:2]1[CH:6]=[CH:5][O:4][C:3]=1[CH2:7][N:12]1[CH2:11][CH2:10][N:9]([C:15]([O:17][C:18]([CH3:21])([CH3:20])[CH3:19])=[O:16])[CH2:14][CH2:13]1. The catalyst class is: 91. (8) Reactant: [CH3:1][NH:2][C:3](=[O:19])[CH2:4][N:5]([CH3:18])[C:6]1[C:14]2[C:9](=[CH:10][CH:11]=[C:12]([N+:15]([O-])=O)[CH:13]=2)[NH:8][N:7]=1.[NH4+].[Cl-].C(=O)(O)[O-].[Na+]. Product: [CH3:1][NH:2][C:3](=[O:19])[CH2:4][N:5]([CH3:18])[C:6]1[C:14]2[C:9](=[CH:10][CH:11]=[C:12]([NH2:15])[CH:13]=2)[NH:8][N:7]=1. The catalyst class is: 415. (9) Reactant: [N:1]1[CH:6]=[CH:5][CH:4]=[C:3]([NH:7][C:8](=[O:15])OCC(Cl)(Cl)Cl)[CH:2]=1.[C:16]1([C:28]2[CH:33]=[CH:32][CH:31]=[CH:30][CH:29]=2)[CH:21]=[CH:20][CH:19]=[C:18]([N:22]2[CH2:27][CH2:26][NH:25][CH2:24][CH2:23]2)[CH:17]=1.C(N(C(C)C)CC)(C)C.O. Product: [C:16]1([C:28]2[CH:29]=[CH:30][CH:31]=[CH:32][CH:33]=2)[CH:21]=[CH:20][CH:19]=[C:18]([N:22]2[CH2:23][CH2:24][N:25]([C:8]([NH:7][C:3]3[CH:2]=[N:1][CH:6]=[CH:5][CH:4]=3)=[O:15])[CH2:26][CH2:27]2)[CH:17]=1. The catalyst class is: 16.